From a dataset of Forward reaction prediction with 1.9M reactions from USPTO patents (1976-2016). Predict the product of the given reaction. (1) Given the reactants [CH3:1][C:2]1([C:16]([O:18][CH2:19][CH3:20])=[O:17])[CH2:7][CH2:6][C:5](OS(C(F)(F)F)(=O)=O)=[CH:4][CH2:3]1.CC([O-])=O.[K+].[B:26]1([B:26]2[O:30][C:29]([CH3:32])([CH3:31])[C:28]([CH3:34])([CH3:33])[O:27]2)[O:30][C:29]([CH3:32])([CH3:31])[C:28]([CH3:34])([CH3:33])[O:27]1, predict the reaction product. The product is: [CH3:1][C:2]1([C:16]([O:18][CH2:19][CH3:20])=[O:17])[CH2:7][CH2:6][C:5]([B:26]2[O:30][C:29]([CH3:32])([CH3:31])[C:28]([CH3:34])([CH3:33])[O:27]2)=[CH:4][CH2:3]1. (2) Given the reactants [NH2:1][C:2]1[CH:7]=[C:6]([O:8][C:9]2[CH:10]=[CH:11][C:12]([NH:15][C:16]([NH:18][C:19](=[O:24])[C:20]([CH3:23])([CH3:22])[CH3:21])=[O:17])=[N:13][CH:14]=2)[CH:5]=[CH:4][N:3]=1.[C:25]([CH2:27][C:28](O)=[O:29])#[N:26].CN(C(ON1N=NC2C=CC=CC1=2)=[N+](C)C)C.[B-](F)(F)(F)F.CCN(C(C)C)C(C)C.C([O-])([O-])=O.[K+].[K+], predict the reaction product. The product is: [C:25]([CH2:27][C:28]([NH:1][C:2]1[CH:7]=[C:6]([O:8][C:9]2[CH:10]=[CH:11][C:12]([NH:15][C:16]([NH:18][C:19](=[O:24])[C:20]([CH3:21])([CH3:23])[CH3:22])=[O:17])=[N:13][CH:14]=2)[CH:5]=[CH:4][N:3]=1)=[O:29])#[N:26]. (3) Given the reactants [C:1]([C:3]1[C:8]([F:9])=[CH:7][C:6]([CH2:10][C:11]([OH:13])=O)=[C:5]([O:14][CH3:15])[CH:4]=1)#[N:2].Cl.[NH:17]1[CH2:22][CH2:21][CH:20]([CH2:23][CH2:24][C:25]2[CH:34]=[CH:33][C:28]3[C:29](=[O:32])[O:30][CH2:31][C:27]=3[CH:26]=2)[CH2:19][CH2:18]1, predict the reaction product. The product is: [F:9][C:8]1[CH:7]=[C:6]([CH2:10][C:11](=[O:13])[N:17]2[CH2:22][CH2:21][CH:20]([CH2:23][CH2:24][C:25]3[CH:34]=[CH:33][C:28]4[C:29](=[O:32])[O:30][CH2:31][C:27]=4[CH:26]=3)[CH2:19][CH2:18]2)[C:5]([O:14][CH3:15])=[CH:4][C:3]=1[C:1]#[N:2]. (4) Given the reactants [NH2:1][C:2]1[CH:7]=[CH:6][C:5]([C:8]2([C:26]3[CH:31]=[C:30]([CH3:32])[C:29]([O:33][CH3:34])=[C:28]([CH3:35])[CH:27]=3)[C:16]3[C:11](=[CH:12][CH:13]=[CH:14][CH:15]=3)[N:10]([CH2:17][C:18]3[CH:23]=[CH:22][CH:21]=[CH:20][C:19]=3[Cl:24])[C:9]2=[O:25])=[CH:4][CH:3]=1.C(N(CC)C(C)C)(C)C.[CH3:45][S:46](Cl)(=[O:48])=[O:47], predict the reaction product. The product is: [Cl:24][C:19]1[CH:20]=[CH:21][CH:22]=[CH:23][C:18]=1[CH2:17][N:10]1[C:11]2[C:16](=[CH:15][CH:14]=[CH:13][CH:12]=2)[C:8]([C:5]2[CH:6]=[CH:7][C:2]([N:1]([S:46]([CH3:45])(=[O:48])=[O:47])[S:46]([CH3:45])(=[O:48])=[O:47])=[CH:3][CH:4]=2)([C:26]2[CH:27]=[C:28]([CH3:35])[C:29]([O:33][CH3:34])=[C:30]([CH3:32])[CH:31]=2)[C:9]1=[O:25]. (5) Given the reactants [F:1]C(F)(F)C1C=CC(OC2C=CC=CC=2CC2CCNCC2)=CC=1.Cl.C([C:34]1[CH:53]=[CH:52][C:37]([O:38][C:39]2[CH:44]=[CH:43][CH:42]=[CH:41][C:40]=2[CH2:45][CH:46]2[CH2:51][CH2:50][NH:49][CH2:48][CH2:47]2)=[CH:36][CH:35]=1)(=O)C1C=CC=CC=1, predict the reaction product. The product is: [F:1][C:34]1[CH:53]=[CH:52][C:37]([O:38][C:39]2[CH:44]=[CH:43][CH:42]=[CH:41][C:40]=2[CH2:45][CH:46]2[CH2:51][CH2:50][NH:49][CH2:48][CH2:47]2)=[CH:36][CH:35]=1. (6) Given the reactants [H-].[Na+].[CH3:3][C:4]1([CH3:11])[CH2:9][CH2:8][CH2:7][C:6](=[O:10])[CH2:5]1.[CH:12](OCC)=[O:13].O, predict the reaction product. The product is: [CH3:3][C:4]1([CH3:11])[CH2:9][CH2:8][CH:7]([CH:12]=[O:13])[C:6](=[O:10])[CH2:5]1.